This data is from Catalyst prediction with 721,799 reactions and 888 catalyst types from USPTO. The task is: Predict which catalyst facilitates the given reaction. Reactant: C([Mg]Br)C.Br[C:6]1[N:7]([CH3:11])[CH:8]=[CH:9][N:10]=1.CON(C)[C:15]([C:17]1[CH:18]=[N:19][CH:20]=[N:21][CH:22]=1)=[O:16]. The catalyst class is: 2. Product: [CH3:11][N:7]1[CH:8]=[CH:9][N:10]=[C:6]1[C:15]([C:17]1[CH:18]=[N:19][CH:20]=[N:21][CH:22]=1)=[O:16].